Dataset: Forward reaction prediction with 1.9M reactions from USPTO patents (1976-2016). Task: Predict the product of the given reaction. Given the reactants [Br:1][C:2]1[C:11]2[C:6](=[CH:7][C:8](Br)=[CH:9][CH:10]=2)[CH:5]=[CH:4][C:3]=1[O:13][CH3:14].[CH3:15][O:16][C:17]1[CH:18]=[C:19](OB(O)O)[CH:20]=[CH:21][CH:22]=1, predict the reaction product. The product is: [Br:1][C:2]1[C:11]2[C:6](=[CH:7][C:8]([C:21]3[CH:20]=[CH:19][CH:18]=[C:17]([O:16][CH3:15])[CH:22]=3)=[CH:9][CH:10]=2)[CH:5]=[CH:4][C:3]=1[O:13][CH3:14].